From a dataset of Forward reaction prediction with 1.9M reactions from USPTO patents (1976-2016). Predict the product of the given reaction. (1) Given the reactants B([C:4]1[CH:12]=[CH:11][C:7]([C:8]([OH:10])=[O:9])=[C:6]([Cl:13])[CH:5]=1)(O)O.C([O-])([O-])=O.[K+].[K+].Br[C:21]1[N:22]=[CH:23][C:24]2[N:25]([C:27]([C:30]3[CH:37]=[CH:36][C:33]([C:34]#[N:35])=[CH:32][CH:31]=3)=[CH:28][N:29]=2)[CH:26]=1, predict the reaction product. The product is: [C:34]([C:33]1[CH:36]=[CH:37][C:30]([C:27]2[N:25]3[CH:26]=[C:21]([C:4]4[CH:12]=[CH:11][C:7]([C:8]([OH:10])=[O:9])=[C:6]([Cl:13])[CH:5]=4)[N:22]=[CH:23][C:24]3=[N:29][CH:28]=2)=[CH:31][CH:32]=1)#[N:35]. (2) The product is: [Cl:23][C:4]1[N:5]=[C:6]([C:10]2[CH:11]=[CH:12][C:13]([O:16][C:17]3[CH:22]=[CH:21][CH:20]=[CH:19][CH:18]=3)=[CH:14][CH:15]=2)[C:7]2[C:8]([NH2:9])=[N:24][NH:25][C:2]=2[CH:3]=1. Given the reactants Cl[C:2]1[C:7]([C:8]#[N:9])=[C:6]([C:10]2[CH:15]=[CH:14][C:13]([O:16][C:17]3[CH:22]=[CH:21][CH:20]=[CH:19][CH:18]=3)=[CH:12][CH:11]=2)[N:5]=[C:4]([Cl:23])[CH:3]=1.[NH2:24][NH2:25], predict the reaction product. (3) Given the reactants [H-].[Na+].[Br:3][C:4]1[C:5]([CH3:11])=[C:6]([CH:9]=[O:10])[NH:7][CH:8]=1.[C:12]1([CH3:22])[CH:17]=[CH:16][C:15]([S:18](Cl)(=[O:20])=[O:19])=[CH:14][CH:13]=1.O, predict the reaction product. The product is: [Br:3][C:4]1[C:5]([CH3:11])=[C:6]([CH:9]=[O:10])[N:7]([S:18]([C:15]2[CH:16]=[CH:17][C:12]([CH3:22])=[CH:13][CH:14]=2)(=[O:20])=[O:19])[CH:8]=1. (4) Given the reactants [NH2:1][C@H:2]1[C:5]([CH3:7])([CH3:6])[N:4]([CH:8]([Si:13]([CH3:16])([CH3:15])[CH3:14])[Si:9]([CH3:12])([CH3:11])[CH3:10])[C:3]1=[O:17].CCN(C(C)C)C(C)C.[CH:27]1([CH2:33][CH2:34][CH2:35][CH2:36][O:37][C:38](N2C=CC=CC2=O)=[O:39])[CH2:32][CH2:31][CH2:30][CH2:29][CH2:28]1.C1(CCCCO)CCCCC1, predict the reaction product. The product is: [CH:27]1([CH2:33][CH2:34][CH2:35][CH2:36][O:37][C:38](=[O:39])[NH:1][C@@H:2]2[C:3](=[O:17])[N:4]([CH:8]([Si:9]([CH3:12])([CH3:11])[CH3:10])[Si:13]([CH3:15])([CH3:14])[CH3:16])[C:5]2([CH3:7])[CH3:6])[CH2:32][CH2:31][CH2:30][CH2:29][CH2:28]1. (5) Given the reactants [CH2:1]([C@@H:3]1[CH2:7][C@@H:6]([CH2:8][CH2:9]O)[CH2:5][C@@H:4]1[C:11]([O:13][CH2:14][CH3:15])=[O:12])[CH3:2].CS(Cl)(=O)=O.C1CCCCC1.[C-:27]#[N:28].[Na+], predict the reaction product. The product is: [C:27]([CH2:9][CH2:8][CH:6]1[CH2:5][CH:4]([C:11]([O:13][CH2:14][CH3:15])=[O:12])[CH:3]([CH2:1][CH3:2])[CH2:7]1)#[N:28]. (6) The product is: [CH2:13]([N:11]1[CH:5]2[CH2:4][CH2:3][CH:10]1[CH2:9][C:7](=[N:22][OH:1])[CH2:6]2)[C:14]1[CH:19]=[CH:18][CH:17]=[CH:16][CH:15]=1. Given the reactants [OH-:1].[Na+].[CH2:3]1[CH:10]2[NH:11][CH:5]([CH2:6][C:7]([CH2:9]2)=O)[CH2:4]1.Cl.[CH2:13](Cl)[C:14]1[CH:19]=[CH:18][CH:17]=[CH:16][CH:15]=1.Cl.[NH2:22]O, predict the reaction product. (7) Given the reactants [CH2:1]([NH:4][C:5]1[N:14]=[C:13]([NH2:15])[C:12]2[C:7](=[CH:8][CH:9]=[C:10]([N+:16]([O-:18])=[O:17])[CH:11]=2)[N:6]=1)[CH:2]=[CH2:3].[H-].[Na+].[C:21]([N:25]=[C:26]=[O:27])([CH3:24])([CH3:23])[CH3:22], predict the reaction product. The product is: [CH2:1]([NH:4][C:5]1[N:14]=[C:13]([NH:15][C:26](=[O:27])[NH:25][C:21]([CH3:24])([CH3:23])[CH3:22])[C:12]2[C:7](=[CH:8][CH:9]=[C:10]([N+:16]([O-:18])=[O:17])[CH:11]=2)[N:6]=1)[CH:2]=[CH2:3]. (8) Given the reactants Cl.[CH3:2][O:3][C:4](=[O:30])[C@@H:5]([NH:8][C:9]([C:11]1[C:12]([CH3:29])=[N:13][C:14]([NH:18][CH2:19][CH2:20][CH2:21][C:22]2[CH:27]=[CH:26][CH:25]=[C:24]([OH:28])[CH:23]=2)=[N:15][C:16]=1[CH3:17])=[O:10])[CH2:6][NH2:7].[C:31]12([C:41](O)=[O:42])[CH2:40][CH:35]3[CH2:36][CH:37]([CH2:39][CH:33]([CH2:34]3)[CH2:32]1)[CH2:38]2.C(N(CC)CC)C.CN(C(ON1N=NC2C=CC=CC1=2)=[N+](C)C)C.F[P-](F)(F)(F)(F)F.C1C=CC2N(O)N=NC=2C=1, predict the reaction product. The product is: [CH3:2][O:3][C:4](=[O:30])[C@@H:5]([NH:8][C:9]([C:11]1[C:12]([CH3:29])=[N:13][C:14]([NH:18][CH2:19][CH2:20][CH2:21][C:22]2[CH:27]=[CH:26][CH:25]=[C:24]([OH:28])[CH:23]=2)=[N:15][C:16]=1[CH3:17])=[O:10])[CH2:6][NH:7][C:41]([C:31]12[CH2:40][CH:35]3[CH2:34][CH:33]([CH2:39][CH:37]([CH2:36]3)[CH2:38]1)[CH2:32]2)=[O:42]. (9) Given the reactants [CH3:1][O:2][N:3]=[C:4]([CH2:17][O:18][C:19]1[CH:24]=[CH:23][CH:22]=[C:21]([C:25]([F:28])([F:27])[F:26])[CH:20]=1)[CH2:5][N:6]1[C:10]2[CH:11]=[C:12]([CH3:16])[C:13]([NH2:15])=[CH:14][C:9]=2[N:8]=[N:7]1.COC(OC)OC.CC1C=C[C:40]([C:43](O)=O)=CC=1.[CH2:46]([NH:48][CH3:49])C, predict the reaction product. The product is: [CH2:40]([N:48]([CH3:49])[CH:46]=[N:15][C:13]1[C:12]([CH3:16])=[CH:11][C:10]2[N:6]([CH2:5][C:4](=[N:3][O:2][CH3:1])[CH2:17][O:18][C:19]3[CH:24]=[CH:23][CH:22]=[C:21]([C:25]([F:28])([F:27])[F:26])[CH:20]=3)[N:7]=[N:8][C:9]=2[CH:14]=1)[CH3:43].